From a dataset of CYP2D6 inhibition data for predicting drug metabolism from PubChem BioAssay. Regression/Classification. Given a drug SMILES string, predict its absorption, distribution, metabolism, or excretion properties. Task type varies by dataset: regression for continuous measurements (e.g., permeability, clearance, half-life) or binary classification for categorical outcomes (e.g., BBB penetration, CYP inhibition). Dataset: cyp2d6_veith. The molecule is CCOC(=O)C1=C(C)NC(c2ccccc2)=C(C(=O)OCc2ccc([N+](=O)[O-])cc2)[C@@H]1C#Cc1ccccc1. The result is 0 (non-inhibitor).